This data is from Reaction yield outcomes from USPTO patents with 853,638 reactions. The task is: Predict the reaction yield, written as a fraction of the theoretical maximum amount of product (1.0 means a 100% yield; for example, 0.34 means a 34% yield). (1) The yield is 0.720. The product is [C:1]1([S:7][C:8]2[N:16]=[C:15]3[C:11]([NH:12][CH:13]=[N:14]3)=[C:10]([Cl:29])[N:9]=2)[CH:6]=[CH:5][CH:4]=[CH:3][CH:2]=1. The reactants are [C:1]1([S:7][C:8]2[NH:9][C:10](=O)[C:11]3[NH:12][CH:13]=[N:14][C:15]=3[N:16]=2)[CH:6]=[CH:5][CH:4]=[CH:3][CH:2]=1.CN(C)C1C=CC=CC=1.P(Cl)(Cl)([Cl:29])=O. The catalyst is [Cl-].C([N+](CCCC)(CCCC)CCCC)CCC.C(#N)C. (2) The reactants are S(=O)(=O)(O)[OH:2].N(=[CH:8][C:9]([NH:11][C:12]1[CH:19]=[CH:18][C:15]([O:16][CH3:17])=[CH:14][CH:13]=1)=[O:10])O. The catalyst is O. The product is [CH3:17][O:16][C:15]1[CH:14]=[C:13]2[C:12](=[CH:19][CH:18]=1)[NH:11][C:9](=[O:10])[C:8]2=[O:2]. The yield is 0.650. (3) The reactants are [CH2:1]([O:3][C:4]1[CH:9]=[C:8]([F:10])[CH:7]=[CH:6][C:5]=1[CH:11]1[CH2:16][CH2:15][N:14](C(OC(C)(C)C)=O)[CH2:13][CH2:12]1)[CH3:2].[ClH:24]. The catalyst is C(Cl)Cl. The product is [ClH:24].[CH2:1]([O:3][C:4]1[CH:9]=[C:8]([F:10])[CH:7]=[CH:6][C:5]=1[CH:11]1[CH2:16][CH2:15][NH:14][CH2:13][CH2:12]1)[CH3:2]. The yield is 0.854. (4) The reactants are [F:1][C:2]([F:22])([F:21])[C:3]1[CH:4]=[C:5]([C:9]2[CH:10]=[CH:11][C:12]3[N:18]4[CH2:19][C@H:15]([CH2:16][CH2:17]4)[NH:14][C:13]=3[N:20]=2)[CH:6]=[CH:7][CH:8]=1.C(N(CC)CC)C.Cl[C:31](Cl)([O:33]C(=O)OC(Cl)(Cl)Cl)Cl.[O:42]1[CH2:46][CH2:45][C@@H:44]([O:47][C:48]2[N:53]=[C:52]([NH2:54])[CH:51]=[CH:50][N:49]=2)[CH2:43]1. The catalyst is C1COCC1. The product is [O:42]1[CH2:46][CH2:45][C@@H:44]([O:47][C:48]2[N:53]=[C:52]([NH:54][C:31]([N:14]3[C@@H:15]4[CH2:19][N:18]([CH2:17][CH2:16]4)[C:12]4[CH:11]=[CH:10][C:9]([C:5]5[CH:6]=[CH:7][CH:8]=[C:3]([C:2]([F:21])([F:1])[F:22])[CH:4]=5)=[N:20][C:13]3=4)=[O:33])[CH:51]=[CH:50][N:49]=2)[CH2:43]1. The yield is 0.306. (5) The reactants are [CH3:1][C:2]1([CH2:6][OH:7])[CH2:5][O:4][CH2:3]1.C(N(CC)CC)C.[CH3:15][S:16](Cl)(=[O:18])=[O:17].O. The catalyst is ClCCl. The product is [CH3:1][C:2]1([CH2:6][O:7][S:16]([CH3:15])(=[O:18])=[O:17])[CH2:5][O:4][CH2:3]1. The yield is 0.970. (6) The reactants are C([O:8][C:9](=[O:22])[CH2:10][N:11]1[C:15]2[CH:16]=[CH:17][CH:18]=[CH:19][C:14]=2[N:13]([CH3:20])[C:12]1=[O:21])C1C=CC=CC=1. The catalyst is C(OCC)(=O)C.[Pd]. The product is [CH3:20][N:13]1[C:14]2[CH:19]=[CH:18][CH:17]=[CH:16][C:15]=2[N:11]([CH2:10][C:9]([OH:22])=[O:8])[C:12]1=[O:21]. The yield is 1.00. (7) The reactants are [Cl:1][C:2]1[N:3]=[CH:4][C:5]2[C:10]([CH:11]=1)=[CH:9][C:8]([C:12]([O:14]CC)=[CH2:13])=[CH:7][CH:6]=2. The catalyst is O1CCOCC1.Cl. The product is [Cl:1][C:2]1[N:3]=[CH:4][C:5]2[C:10]([CH:11]=1)=[CH:9][C:8]([C:12](=[O:14])[CH3:13])=[CH:7][CH:6]=2. The yield is 0.890.